Dataset: Full USPTO retrosynthesis dataset with 1.9M reactions from patents (1976-2016). Task: Predict the reactants needed to synthesize the given product. (1) Given the product [NH2:1][C:2]1[CH:3]=[CH:4][C:5]([C:8]2[S:9][C:10]3[CH:16]=[C:15]([O:17][CH3:18])[CH:14]=[CH:13][C:11]=3[N:12]=2)=[CH:6][C:7]=1[I:19], predict the reactants needed to synthesize it. The reactants are: [NH2:1][C:2]1[CH:7]=[CH:6][C:5]([C:8]2[S:9][C:10]3[CH:16]=[C:15]([O:17][CH3:18])[CH:14]=[CH:13][C:11]=3[N:12]=2)=[CH:4][CH:3]=1.[I:19]Cl.C(Cl)Cl. (2) Given the product [C:26]([C:19]1[CH:20]=[C:21]([CH2:24][CH3:25])[CH:22]=[CH:23][C:18]=1[O:17][CH2:16][CH2:15][CH2:14][CH:13]([CH3:34])[O:12][C:9]1[CH:10]=[CH:11][C:6]([CH2:5][CH2:4][C:3]([OH:36])=[O:2])=[C:7]([CH3:35])[CH:8]=1)(=[O:33])[C:27]1[CH:28]=[CH:29][CH:30]=[CH:31][CH:32]=1, predict the reactants needed to synthesize it. The reactants are: C[O:2][C:3](=[O:36])[CH2:4][CH2:5][C:6]1[CH:11]=[CH:10][C:9]([O:12][CH:13]([CH3:34])[CH2:14][CH2:15][CH2:16][O:17][C:18]2[CH:23]=[CH:22][C:21]([CH2:24][CH3:25])=[CH:20][C:19]=2[C:26](=[O:33])[C:27]2[CH:32]=[CH:31][CH:30]=[CH:29][CH:28]=2)=[CH:8][C:7]=1[CH3:35].[OH-].[Na+].Cl. (3) Given the product [CH2:1]([C:3]1[S:29][C:6]2[N:7]([CH2:13][C:14]3[CH:19]=[CH:18][C:17]([C:20]4[CH:25]=[C:24]([F:26])[CH:23]=[CH:22][C:21]=4[C:27]4[NH:46][C:47](=[O:50])[O:48][N:28]=4)=[CH:16][CH:15]=3)[C:8](=[O:12])[N:9]([CH2:31][C:32]([C:34]3[CH:39]=[CH:38][C:37]([O:40][CH3:41])=[CH:36][CH:35]=3)=[O:33])[C:10](=[O:11])[C:5]=2[CH:4]=1)[CH3:2], predict the reactants needed to synthesize it. The reactants are: [CH2:1]([C:3]1[S:29][C:6]2[N:7]([CH2:13][C:14]3[CH:19]=[CH:18][C:17]([C:20]4[C:21]([C:27]#[N:28])=[CH:22][CH:23]=[C:24]([F:26])[CH:25]=4)=[CH:16][CH:15]=3)[C:8](=[O:12])[NH:9][C:10](=[O:11])[C:5]=2[CH:4]=1)[CH3:2].Br[CH2:31][C:32]([C:34]1[CH:39]=[CH:38][C:37]([O:40][CH3:41])=[CH:36][CH:35]=1)=[O:33].[H-].[Na+].[Cl-].O[NH3+:46].[C:47](=[O:50])([O-])[OH:48].[Na+]. (4) Given the product [C:18]1[CH2:17][CH2:16][CH2:15][CH2:14][CH2:13][CH:20]([CH:21]([OH:26])[C:22]([OH:24])=[O:23])[C:19]#1, predict the reactants needed to synthesize it. The reactants are: N12CCCN=C1CCCCC2.Br[C:13]1[CH:20]([CH:21]([OH:26])[C:22]([O:24]C)=[O:23])[CH2:19][CH2:18][CH2:17][CH2:16][CH2:15][CH:14]=1.Cl.